This data is from Forward reaction prediction with 1.9M reactions from USPTO patents (1976-2016). The task is: Predict the product of the given reaction. (1) Given the reactants [N:1]1[CH:6]=[CH:5][CH:4]=[CH:3][C:2]=1[CH2:7][NH2:8].Cl[CH2:10][C:11]([O:13][CH2:14][C:15]1[CH:20]=[CH:19][CH:18]=[CH:17][CH:16]=1)=[O:12].C(N(CC)CC)C.[Cl-].[Na+], predict the reaction product. The product is: [N:1]1[CH:6]=[CH:5][CH:4]=[CH:3][C:2]=1[CH2:7][NH:8][CH2:10][C:11]([O:13][CH2:14][C:15]1[CH:20]=[CH:19][CH:18]=[CH:17][CH:16]=1)=[O:12]. (2) Given the reactants O[CH2:2][C:3]1([CH3:9])[CH2:7][O:6][C:5](=[O:8])[NH:4]1.S(Cl)([Cl:12])=O.N1C=CC=CC=1, predict the reaction product. The product is: [Cl:12][CH2:2][C:3]1([CH3:9])[CH2:7][O:6][C:5](=[O:8])[NH:4]1. (3) Given the reactants [CH3:1][C:2]1[CH:3]=[C:4]2[C:9](=[CH:10][CH:11]=1)[N:8]=[CH:7][CH:6]=[CH:5]2.[Br:12]Br.N1C=CC=CC=1, predict the reaction product. The product is: [Br:12][C:6]1[CH:7]=[N:8][C:9]2[C:4]([CH:5]=1)=[CH:3][C:2]([CH3:1])=[CH:11][CH:10]=2. (4) Given the reactants [F:1][C:2]1[CH:7]=[CH:6][CH:5]=[CH:4][C:3]=1[C:8]1([CH3:15])[NH:12][C:11](=[O:13])[NH:10][C:9]1=[O:14].Br[CH2:17][C:18]([C:20]1[CH:25]=[CH:24][CH:23]=[CH:22][CH:21]=1)=[O:19], predict the reaction product. The product is: [F:1][C:2]1[CH:7]=[CH:6][CH:5]=[CH:4][C:3]=1[C:8]1([CH3:15])[NH:12][C:11](=[O:13])[N:10]([CH2:17][C:18](=[O:19])[C:20]2[CH:25]=[CH:24][CH:23]=[CH:22][CH:21]=2)[C:9]1=[O:14]. (5) The product is: [CH3:30][O:29][CH2:9][C@H:8]1[CH2:2][CH2:3][C@@H:4]2[C@@H:6]([CH2:5]2)[O:7]1. Given the reactants I[C@H:2]1[C@H:8]2[CH2:9][C@H:5]([C:6](=O)[O:7]2)[CH2:4][CH2:3]1.CSC.B.C[Si]([N-][Si](C)(C)C)(C)C.[K+].CI.[Cl-].[NH4+].[O:29]1CCC[CH2:30]1, predict the reaction product.